This data is from Forward reaction prediction with 1.9M reactions from USPTO patents (1976-2016). The task is: Predict the product of the given reaction. (1) Given the reactants O.[OH-].[Li+].[NH2:4][C:5]1[C:37]([C:38]([F:41])([F:40])[F:39])=[CH:36][C:8]([CH2:9][C@@H:10]([CH2:15][C:16](=[O:35])[N:17]2[CH2:22][CH2:21][CH:20]([N:23]3[CH2:29][CH2:28][C:27]4[CH:30]=[CH:31][CH:32]=[CH:33][C:26]=4[NH:25][C:24]3=[O:34])[CH2:19][CH2:18]2)[C:11]([O:13]C)=[O:12])=[CH:7][C:6]=1[C:42]([F:45])([F:44])[F:43].Cl, predict the reaction product. The product is: [NH2:4][C:5]1[C:6]([C:42]([F:43])([F:44])[F:45])=[CH:7][C:8]([CH2:9][C@@H:10]([CH2:15][C:16](=[O:35])[N:17]2[CH2:22][CH2:21][CH:20]([N:23]3[CH2:29][CH2:28][C:27]4[CH:30]=[CH:31][CH:32]=[CH:33][C:26]=4[NH:25][C:24]3=[O:34])[CH2:19][CH2:18]2)[C:11]([OH:13])=[O:12])=[CH:36][C:37]=1[C:38]([F:41])([F:40])[F:39]. (2) Given the reactants Br[C:2]1[C:10]2[C:5](=[CH:6][CH:7]=[C:8]([Cl:11])[CH:9]=2)[N:4]([CH3:12])[N:3]=1.[N:13]1[CH:18]=[CH:17][C:16](B(O)O)=[CH:15][CH:14]=1.C(Cl)Cl.[O-]P([O-])([O-])=O.[K+].[K+].[K+], predict the reaction product. The product is: [Cl:11][C:8]1[CH:9]=[C:10]2[C:5](=[CH:6][CH:7]=1)[N:4]([CH3:12])[N:3]=[C:2]2[C:16]1[CH:17]=[CH:18][N:13]=[CH:14][CH:15]=1. (3) Given the reactants [C:1]([O:5][C:6]([N:8]([CH2:31][C:32]1[CH:37]=[CH:36][C:35]([O:38][CH3:39])=[CH:34][CH:33]=1)[C:9]1[CH:14]=[C:13]([CH2:15][C@H:16]2[C:19](=[O:20])[N:18]([Si](C(C)(C)C)(C)C)[C@@H:17]2[C:28]([OH:30])=O)[CH:12]=[CH:11][N:10]=1)=[O:7])([CH3:4])([CH3:3])[CH3:2].[N:40]1C=CC=CC=1.C(OC(OC(OC(C)(C)C)=O)=O)(C)(C)C.C(=O)(O)[O-].[NH4+], predict the reaction product. The product is: [C:1]([O:5][C:6](=[O:7])[N:8]([C:9]1[CH:14]=[C:13]([CH2:15][C@H:16]2[C:19](=[O:20])[NH:18][C@@H:17]2[C:28](=[O:30])[NH2:40])[CH:12]=[CH:11][N:10]=1)[CH2:31][C:32]1[CH:37]=[CH:36][C:35]([O:38][CH3:39])=[CH:34][CH:33]=1)([CH3:4])([CH3:3])[CH3:2]. (4) Given the reactants [F:1][C:2]1[CH:24]=[CH:23][C:5]2[N:6]=[C:7]3[CH:11]([CH2:12][C:13]4[CH:18]=[CH:17][C:16]([O:19][CH3:20])=[C:15]([F:21])[CH:14]=4)[NH:10][C:9](=[O:22])[N:8]3[C:4]=2[CH:3]=1.FC1C=CC2N3C(=O)NC(CC4C=CC(OC)=C(F)C=4)C3=NC=2C=1.[NH2:49][C@H:50]1[CH2:55][CH2:54][C@H:53]([OH:56])[CH2:52][CH2:51]1, predict the reaction product. The product is: [F:1][C:2]1[CH:24]=[CH:23][C:5]2[N:6]=[C:7]([CH:11]([NH:10][C:9]([NH:49][C@H:50]3[CH2:55][CH2:54][C@H:53]([OH:56])[CH2:52][CH2:51]3)=[O:22])[CH2:12][C:13]3[CH:18]=[CH:17][C:16]([O:19][CH3:20])=[C:15]([F:21])[CH:14]=3)[NH:8][C:4]=2[CH:3]=1. (5) Given the reactants [S:1]1[C:5]2[CH:6]=[CH:7][C:8]([OH:10])=[CH:9][C:4]=2[N:3]=[CH:2]1.[Br:11][CH2:12][CH2:13][CH2:14][CH2:15]Br.C([O-])([O-])=O.[K+].[K+], predict the reaction product. The product is: [Br:11][CH2:12][CH2:13][CH2:14][CH2:15][O:10][C:8]1[CH:7]=[CH:6][C:5]2[S:1][CH:2]=[N:3][C:4]=2[CH:9]=1.